The task is: Regression. Given two drug SMILES strings and cell line genomic features, predict the synergy score measuring deviation from expected non-interaction effect.. This data is from NCI-60 drug combinations with 297,098 pairs across 59 cell lines. Drug 1: CC12CCC3C(C1CCC2O)C(CC4=C3C=CC(=C4)O)CCCCCCCCCS(=O)CCCC(C(F)(F)F)(F)F. Drug 2: C1=NNC2=C1C(=O)NC=N2. Cell line: HCC-2998. Synergy scores: CSS=-2.76, Synergy_ZIP=2.63, Synergy_Bliss=-7.44, Synergy_Loewe=-2.73, Synergy_HSA=-4.87.